From a dataset of NCI-60 drug combinations with 297,098 pairs across 59 cell lines. Regression. Given two drug SMILES strings and cell line genomic features, predict the synergy score measuring deviation from expected non-interaction effect. (1) Cell line: TK-10. Drug 1: COC1=CC(=CC(=C1O)OC)C2C3C(COC3=O)C(C4=CC5=C(C=C24)OCO5)OC6C(C(C7C(O6)COC(O7)C8=CC=CS8)O)O. Drug 2: B(C(CC(C)C)NC(=O)C(CC1=CC=CC=C1)NC(=O)C2=NC=CN=C2)(O)O. Synergy scores: CSS=19.4, Synergy_ZIP=-3.53, Synergy_Bliss=2.38, Synergy_Loewe=1.56, Synergy_HSA=1.74. (2) Drug 1: CNC(=O)C1=CC=CC=C1SC2=CC3=C(C=C2)C(=NN3)C=CC4=CC=CC=N4. Drug 2: CC12CCC3C(C1CCC2OP(=O)(O)O)CCC4=C3C=CC(=C4)OC(=O)N(CCCl)CCCl.[Na+]. Cell line: CCRF-CEM. Synergy scores: CSS=-7.42, Synergy_ZIP=-3.88, Synergy_Bliss=-11.5, Synergy_Loewe=-17.0, Synergy_HSA=-11.0.